From a dataset of Forward reaction prediction with 1.9M reactions from USPTO patents (1976-2016). Predict the product of the given reaction. (1) Given the reactants [CH3:1][O:2][C:3]1[CH:4]=[C:5]([CH:8]=[CH:9][C:10]=1[O:11]C)[CH:6]=[O:7].[CH3:13][Si:14]([CH2:17][CH2:18][O:19]CCl)([CH3:16])[CH3:15].C(N(C(C)C)CC)(C)C, predict the reaction product. The product is: [OH:11][C:10]1[CH:9]=[CH:8][C:5]([CH:6]=[O:7])=[CH:4][C:3]=1[O:2][CH2:1][O:19][CH2:18][CH2:17][Si:14]([CH3:16])([CH3:15])[CH3:13]. (2) Given the reactants [N:1]([C:4](=[CH:10][C:11]1[S:12][C:13]([CH3:16])=[CH:14][CH:15]=1)[C:5]([O:7][CH2:8][CH3:9])=[O:6])=[N+]=[N-], predict the reaction product. The product is: [CH3:16][C:13]1[S:12][C:11]2[CH:10]=[C:4]([C:5]([O:7][CH2:8][CH3:9])=[O:6])[NH:1][C:15]=2[CH:14]=1. (3) The product is: [NH:29]1[CH2:30][CH:27]([NH:26][C:23]([C:20]2[CH:21]=[CH:22][C:15]3[O:14][CH2:13][CH2:12][C:11]4[N:17]([N:18]=[C:9]([C:8]5[N:4]([CH:1]([CH3:2])[CH3:3])[N:5]=[CH:6][N:7]=5)[CH:10]=4)[C:16]=3[CH:19]=2)=[O:25])[CH2:28]1. Given the reactants [CH:1]([N:4]1[C:8]([C:9]2[CH:10]=[C:11]3[N:17]([N:18]=2)[C:16]2[CH:19]=[C:20]([C:23]([OH:25])=O)[CH:21]=[CH:22][C:15]=2[O:14][CH2:13][CH2:12]3)=[N:7][CH:6]=[N:5]1)([CH3:3])[CH3:2].[NH2:26][CH:27]1[CH2:30][N:29](C(OC(C)(C)C)=O)[CH2:28]1.C(=O)([O-])[O-], predict the reaction product. (4) Given the reactants C(=O)([O-])[O-].[K+].[K+].Cl[CH2:8][CH2:9][CH2:10][C:11]1[CH:12]=[C:13]2[C:18](=[CH:19][C:20]=1[F:21])[N:17]([CH3:22])[C:16](=[O:23])[CH2:15][C:14]2([CH3:25])[CH3:24].Cl.[N:27]1([C:33]2[C:37]3[CH:38]=[CH:39][CH:40]=[CH:41][C:36]=3[S:35][N:34]=2)[CH2:32][CH2:31][NH:30][CH2:29][CH2:28]1, predict the reaction product. The product is: [S:35]1[C:36]2[CH:41]=[CH:40][CH:39]=[CH:38][C:37]=2[C:33]([N:27]2[CH2:28][CH2:29][N:30]([CH2:8][CH2:9][CH2:10][C:11]3[CH:12]=[C:13]4[C:18](=[CH:19][C:20]=3[F:21])[N:17]([CH3:22])[C:16](=[O:23])[CH2:15][C:14]4([CH3:25])[CH3:24])[CH2:31][CH2:32]2)=[N:34]1.